From a dataset of Full USPTO retrosynthesis dataset with 1.9M reactions from patents (1976-2016). Predict the reactants needed to synthesize the given product. (1) Given the product [CH3:38][N:36]([CH2:35][CH:30]1[CH2:29][CH2:28][C:27]2[C:32](=[CH:33][CH:34]=[C:25]([O:24][CH2:23][C:22]3[CH:21]=[CH:20][C:19]([NH:18][S:14]([C:11]4[CH:12]=[CH:13][C:8]([O:7][CH3:6])=[CH:9][CH:10]=4)(=[O:16])=[O:15])=[CH:40][CH:39]=3)[CH:26]=2)[CH2:31]1)[CH3:37], predict the reactants needed to synthesize it. The reactants are: C1COCC1.[CH3:6][O:7][C:8]1[CH:13]=[CH:12][C:11]([S:14](Cl)(=[O:16])=[O:15])=[CH:10][CH:9]=1.[NH2:18][C:19]1[CH:40]=[CH:39][C:22]([CH2:23][O:24][C:25]2[CH:26]=[C:27]3[C:32](=[CH:33][CH:34]=2)[CH2:31][CH:30]([CH2:35][N:36]([CH3:38])[CH3:37])[CH2:29][CH2:28]3)=[CH:21][CH:20]=1.C(=O)([O-])[O-].[K+].[K+]. (2) Given the product [CH3:1][S:2][CH2:3][C:4]1[CH:13]=[CH:12][C:7]([C:8]([O:10][CH3:11])=[O:9])=[C:6]([O:14][CH2:25][CH2:24][CH2:23][NH:22][C:20]([O:19][C:15]([CH3:16])([CH3:18])[CH3:17])=[O:21])[CH:5]=1, predict the reactants needed to synthesize it. The reactants are: [CH3:1][S:2][CH2:3][C:4]1[CH:13]=[CH:12][C:7]([C:8]([O:10][CH3:11])=[O:9])=[C:6]([OH:14])[CH:5]=1.[C:15]([O:19][C:20]([NH:22][CH2:23][CH2:24][CH2:25]O)=[O:21])([CH3:18])([CH3:17])[CH3:16]. (3) Given the product [Cl:1][C:2]1[CH:3]=[C:4]([CH:21]=[CH:22][C:23]=1[Cl:24])[O:5][C:6]1[C:11](=[O:12])[NH:10][C:9]([C:13]2[N:14]=[C:25]([CH:26]([CH3:30])[CH3:27])[O:16][N:15]=2)=[N:8][C:7]=1[C:17]([F:20])([F:18])[F:19], predict the reactants needed to synthesize it. The reactants are: [Cl:1][C:2]1[CH:3]=[C:4]([CH:21]=[CH:22][C:23]=1[Cl:24])[O:5][C:6]1[C:11](=[O:12])[NH:10][C:9]([C:13](=[N:15][OH:16])[NH2:14])=[N:8][C:7]=1[C:17]([F:20])([F:19])[F:18].[CH3:25][CH:26]([CH3:30])[C:27](Cl)=O.C(N(CC)C(C)C)(C)C. (4) Given the product [CH2:1]([N:8]1[CH2:26][CH2:25][C:11]2[N:12]=[C:13]([C:17]3[CH:18]=[C:19]([Cl:24])[CH:20]=[C:21]([Cl:23])[CH:22]=3)[N:14]=[C:15]([O:16][CH2:28][C:29]3[CH:38]=[CH:37][C:32]([C:33]([OH:35])=[O:34])=[CH:31][CH:30]=3)[C:10]=2[CH2:9]1)[C:2]1[CH:3]=[CH:4][CH:5]=[CH:6][CH:7]=1, predict the reactants needed to synthesize it. The reactants are: [CH2:1]([N:8]1[CH2:26][CH2:25][C:11]2[N:12]=[C:13]([C:17]3[CH:22]=[C:21]([Cl:23])[CH:20]=[C:19]([Cl:24])[CH:18]=3)[N:14]=[C:15]([OH:16])[C:10]=2[CH2:9]1)[C:2]1[CH:7]=[CH:6][CH:5]=[CH:4][CH:3]=1.Br[CH2:28][C:29]1[CH:38]=[CH:37][C:32]([C:33]([O:35]C)=[O:34])=[CH:31][CH:30]=1. (5) Given the product [Cl:24][C:5]1[CH:6]=[CH:7][C:8]([NH:10][C:11](=[O:12])[C:13]2[CH:18]=[CH:17][C:16]([C:19]([F:21])([F:22])[F:20])=[N:15][C:14]=2[CH3:23])=[CH:9][C:4]=1[CH2:3][OH:2], predict the reactants needed to synthesize it. The reactants are: C[O:2][C:3](=O)[C:4]1[CH:9]=[C:8]([NH:10][C:11]([C:13]2[C:14]([CH3:23])=[N:15][C:16]([C:19]([F:22])([F:21])[F:20])=[CH:17][CH:18]=2)=[O:12])[CH:7]=[CH:6][C:5]=1[Cl:24].[BH4-].[Li+].C(=O)(O)[O-].[Na+]. (6) Given the product [CH3:1][O:2][C:3]([C:5]1[S:9][C:8]2[CH:10]=[C:11]([CH2:6][C:7]3[CH:13]=[CH:12][CH:11]=[CH:10][CH:8]=3)[CH:12]=[CH:13][C:7]=2[C:6]=1[O:15][CH2:16][C:17]([O:19][C:20]([CH3:23])([CH3:22])[CH3:21])=[O:18])=[O:4], predict the reactants needed to synthesize it. The reactants are: [CH3:1][O:2][C:3]([C:5]1[S:9][C:8]2[CH:10]=[C:11](Cl)[CH:12]=[CH:13][C:7]=2[C:6]=1[O:15][CH2:16][C:17]([O:19][C:20]([CH3:23])([CH3:22])[CH3:21])=[O:18])=[O:4].[F-].[K+].